This data is from Catalyst prediction with 721,799 reactions and 888 catalyst types from USPTO. The task is: Predict which catalyst facilitates the given reaction. (1) Reactant: [Cl:1][C:2]1[CH:7]=[CH:6][CH:5]=[CH:4][C:3]=1[C:8]1[C:13]([O:14]C)=[CH:12][CH:11]=[CH:10][C:9]=1[F:16]. Product: [Cl:1][C:2]1[CH:7]=[CH:6][CH:5]=[CH:4][C:3]=1[C:8]1[C:13]([OH:14])=[CH:12][CH:11]=[CH:10][C:9]=1[F:16]. The catalyst class is: 201. (2) Reactant: C([O-])(O)=O.[Na+].[C:17]([O:16][C:14](O[C:14]([O:16][C:17]([CH3:20])([CH3:19])[CH3:18])=[O:15])=[O:15])([CH3:20])([CH3:19])[CH3:18].[K+].[Br-].[Br-].[Br:24][CH2:25][CH2:26][CH2:27][NH3+:28]. Product: [C:17]([O:16][C:14](=[O:15])[NH:28][CH2:27][CH2:26][CH2:25][Br:24])([CH3:18])([CH3:19])[CH3:20]. The catalyst class is: 408. (3) Reactant: Cl[C:2]1[N:7]=[C:6]([N:8]([CH2:18][CH3:19])[CH2:9][C:10]2[CH:15]=[CH:14][C:13]([O:16][CH3:17])=[CH:12][CH:11]=2)[C:5]2=[N:20][CH:21]=[C:22]([C:23]#[N:24])[N:4]2[N:3]=1.[CH3:25][N:26]([CH2:28][C@@H:29]1[CH2:31][C@H:30]1[C:32]1[C:40]2[C:35](=[CH:36][C:37]([C:41]#[N:42])=[CH:38][CH:39]=2)[NH:34][CH:33]=1)[CH3:27].CC(C1C=C(C(C)C)C(C2C(P(C3CCCCC3)C3CCCCC3)=C(OC)C=CC=2OC)=C(C(C)C)C=1)C.C([O-])([O-])=O.[Cs+].[Cs+]. Product: [C:41]([C:37]1[CH:36]=[C:35]2[C:40]([C:32]([C@@H:30]3[CH2:31][C@H:29]3[CH2:28][N:26]([CH3:27])[CH3:25])=[CH:33][N:34]2[C:2]2[N:7]=[C:6]([N:8]([CH2:18][CH3:19])[CH2:9][C:10]3[CH:15]=[CH:14][C:13]([O:16][CH3:17])=[CH:12][CH:11]=3)[C:5]3=[N:20][CH:21]=[C:22]([C:23]#[N:24])[N:4]3[N:3]=2)=[CH:39][CH:38]=1)#[N:42]. The catalyst class is: 318. (4) Reactant: [NH2:1][C:2]1[C:6](Br)=[C:5]([CH3:8])[O:4][N:3]=1.CC1(C)C(C)(C)OB([C:17]2[C:18]([O:23][C:24]3[CH:29]=[CH:28][C:27]([NH2:30])=[CH:26][CH:25]=3)=[N:19][CH:20]=[CH:21][CH:22]=2)O1.C(=O)([O-])[O-].[Na+].[Na+].F[B-](F)(F)F.C([PH+](C(C)(C)C)C(C)(C)C)(C)(C)C. Product: [NH2:30][C:27]1[CH:28]=[CH:29][C:24]([O:23][C:18]2[C:17]([C:6]3[C:2]([NH2:1])=[N:3][O:4][C:5]=3[CH3:8])=[CH:22][CH:21]=[CH:20][N:19]=2)=[CH:25][CH:26]=1. The catalyst class is: 102. (5) Reactant: [CH3:1][S:2][C:3]1[N:4]=[CH:5][C:6]2[CH:12]=[CH:11][C:10](=[O:13])[N:9]([C:14]3[CH:15]=[C:16]([NH:20][C:21](=[O:24])[CH:22]=[CH2:23])[CH:17]=[CH:18][CH:19]=3)[C:7]=2[N:8]=1.C1C=C(Cl)C=C(C(OO)=[O:33])C=1. Product: [CH3:1][S:2]([C:3]1[N:4]=[CH:5][C:6]2[CH:12]=[CH:11][C:10](=[O:13])[N:9]([C:14]3[CH:15]=[C:16]([NH:20][C:21](=[O:24])[CH:22]=[CH2:23])[CH:17]=[CH:18][CH:19]=3)[C:7]=2[N:8]=1)=[O:33]. The catalyst class is: 2. (6) Reactant: [NH2:1][C:2]1[C:3]([Cl:13])=[C:4]([CH:9]=[C:10]([Cl:12])[CH:11]=1)[C:5]([O:7][CH3:8])=[O:6].CCN(C(C)C)C(C)C.I[CH:24]([CH2:26][CH3:27])[CH3:25].CS(C)=O. Product: [CH:24]([NH:1][C:2]1[C:3]([Cl:13])=[C:4]([CH:9]=[C:10]([Cl:12])[CH:11]=1)[C:5]([O:7][CH3:8])=[O:6])([CH2:26][CH3:27])[CH3:25]. The catalyst class is: 25.